Dataset: CYP2D6 inhibition data for predicting drug metabolism from PubChem BioAssay. Task: Regression/Classification. Given a drug SMILES string, predict its absorption, distribution, metabolism, or excretion properties. Task type varies by dataset: regression for continuous measurements (e.g., permeability, clearance, half-life) or binary classification for categorical outcomes (e.g., BBB penetration, CYP inhibition). Dataset: cyp2d6_veith. (1) The drug is Cc1ccc(Cn2cccc(NC(=O)NC3CCCCC3)c2=O)cc1. The result is 0 (non-inhibitor). (2) The molecule is CC(=O)Nc1ccc(Nc2ncnc3c2cnn3-c2ccccc2)cc1. The result is 0 (non-inhibitor). (3) The drug is O=C(O)C1=C/C(=C(/c2ccccc2)c2cc(C(=O)O)c(O)c3ccccc23)c2ccccc2C1=O. The result is 0 (non-inhibitor). (4) The result is 0 (non-inhibitor). The compound is COCCn1c(=O)cnc2cnc(OCc3ccccc3)nc21. (5) The drug is Cc1nc2cncnc2n(-c2ccccc2)c1=O. The result is 0 (non-inhibitor). (6) The molecule is Cc1ccc(S(=O)(=O)NC(=O)NN2CCCCCC2)cc1. The result is 0 (non-inhibitor).